From a dataset of CYP3A4 inhibition data for predicting drug metabolism from PubChem BioAssay. Regression/Classification. Given a drug SMILES string, predict its absorption, distribution, metabolism, or excretion properties. Task type varies by dataset: regression for continuous measurements (e.g., permeability, clearance, half-life) or binary classification for categorical outcomes (e.g., BBB penetration, CYP inhibition). Dataset: cyp3a4_veith. (1) The drug is O=C(O)CN1C(=O)c2cccc3cccc(c23)C1=O. The result is 0 (non-inhibitor). (2) The compound is CC(C)NC(=O)c1n[nH]c(=O)c2ccccc12. The result is 0 (non-inhibitor). (3) The molecule is COc1ccc(C2N=C(N)N=C(N)N2c2ccccc2OC)cc1OC.Cl. The result is 0 (non-inhibitor). (4) The compound is O=C(OCc1nnc(-c2ccccc2)o1)c1ccc2c(c1)OCCO2. The result is 1 (inhibitor).